From a dataset of Catalyst prediction with 721,799 reactions and 888 catalyst types from USPTO. Predict which catalyst facilitates the given reaction. (1) Reactant: [CH:1](/[C:4](=[CH:8]\[CH:9]=[CH2:10])/[C:5]([OH:7])=O)([CH3:3])[CH3:2].C(Cl)(=O)C(Cl)=O.C(N(CC)CC)C.[CH:24]([NH:27][CH:28]([CH3:30])[CH3:29])([CH3:26])[CH3:25]. Product: [CH:24]([N:27]([CH:28]([CH3:30])[CH3:29])[C:5](=[O:7])/[C:4](/[CH:1]([CH3:2])[CH3:3])=[CH:8]/[CH:9]=[CH2:10])([CH3:26])[CH3:25]. The catalyst class is: 59. (2) Reactant: [CH3:1][O:2][C:3]([C:5]1[S:28][C:8]2[N:9]=[CH:10][N:11]=[C:12]([NH:13][C:14]3[CH:19]=[CH:18][C:17]([F:20])=[CH:16][C:15]=3[O:21][C@H:22]3[CH2:27][CH2:26][CH2:25][NH:24][CH2:23]3)[C:7]=2[C:6]=1[CH3:29])=[O:4].CCN(C(C)C)C(C)C.[CH3:39][S:40](Cl)(=[O:42])=[O:41]. The catalyst class is: 4. Product: [CH3:1][O:2][C:3]([C:5]1[S:28][C:8]2[N:9]=[CH:10][N:11]=[C:12]([NH:13][C:14]3[CH:19]=[CH:18][C:17]([F:20])=[CH:16][C:15]=3[O:21][C@H:22]3[CH2:27][CH2:26][CH2:25][N:24]([S:40]([CH3:39])(=[O:42])=[O:41])[CH2:23]3)[C:7]=2[C:6]=1[CH3:29])=[O:4]. (3) Reactant: CCN(C(C)C)C(C)C.[C:10]1([N:16]2[CH:20]=[C:19]([C:21]([OH:23])=O)[N:18]=[N:17]2)[CH:15]=[CH:14][CH:13]=[CH:12][CH:11]=1.C1C=CC2N(O)N=NC=2C=1.CCN=C=NCCCN(C)C.Cl.[NH2:46][CH2:47][C:48]([N:50]1[CH2:55][CH2:54][CH:53]([O:56][C:57]2[CH:62]=[CH:61][CH:60]=[CH:59][C:58]=2[Cl:63])[CH2:52][CH2:51]1)=[O:49]. Product: [Cl:63][C:58]1[CH:59]=[CH:60][CH:61]=[CH:62][C:57]=1[O:56][CH:53]1[CH2:52][CH2:51][N:50]([C:48](=[O:49])[CH2:47][NH:46][C:21]([C:19]2[N:18]=[N:17][N:16]([C:10]3[CH:11]=[CH:12][CH:13]=[CH:14][CH:15]=3)[CH:20]=2)=[O:23])[CH2:55][CH2:54]1. The catalyst class is: 18. (4) Reactant: [Si:1]([O:8][CH2:9][C:10]1([CH3:38])[S:16][CH2:15][CH2:14][N:13]2[C:17]([C:20]3([C:23]4[CH:28]=[CH:27][C:26](B5OC(C)(C)C(C)(C)O5)=[CH:25][CH:24]=4)[CH2:22][CH2:21]3)=[N:18][N:19]=[C:12]2[CH2:11]1)([C:4]([CH3:7])([CH3:6])[CH3:5])([CH3:3])[CH3:2].Br[C:40]1[CH:41]=[CH:42][C:43](=[O:47])[N:44]([CH3:46])[CH:45]=1.C(=O)([O-])[O-].[K+].[K+].C(=O)([O-])O.[Na+]. Product: [Si:1]([O:8][CH2:9][C:10]1([CH3:38])[S:16][CH2:15][CH2:14][N:13]2[C:17]([C:20]3([C:23]4[CH:28]=[CH:27][C:26]([C:40]5[CH:41]=[CH:42][C:43](=[O:47])[N:44]([CH3:46])[CH:45]=5)=[CH:25][CH:24]=4)[CH2:21][CH2:22]3)=[N:18][N:19]=[C:12]2[CH2:11]1)([C:4]([CH3:7])([CH3:6])[CH3:5])([CH3:3])[CH3:2]. The catalyst class is: 437. (5) Reactant: [CH3:1][O:2][C:3]([C:5]1[S:9][C:8]([N:10]2[CH2:15][CH2:14][C@H:13]([NH:16][C:17]([C:19]3[NH:20][C:21]([CH3:25])=[C:22]([Cl:24])[CH:23]=3)=[O:18])[C@H:12]([O:26][CH3:27])[CH2:11]2)=[N:7][C:6]=1[C:28]([NH:30]C(C)(C1C=CC=CC=1)C)=[O:29])=[O:4]. The catalyst class is: 137. Product: [NH2:30][C:28]([C:6]1[N:7]=[C:8]([N:10]2[CH2:15][CH2:14][C@H:13]([NH:16][C:17]([C:19]3[NH:20][C:21]([CH3:25])=[C:22]([Cl:24])[CH:23]=3)=[O:18])[C@H:12]([O:26][CH3:27])[CH2:11]2)[S:9][C:5]=1[C:3]([O:2][CH3:1])=[O:4])=[O:29]. (6) Reactant: BrC1C=CC([C:8]([C:10]2[N:11]([CH3:25])[C:12]([S:15][CH2:16][CH2:17][CH2:18][N:19]3[CH2:24][CH2:23][CH2:22][CH2:21][CH2:20]3)=[N:13][CH:14]=2)=[O:9])=CC=1. Product: [CH3:25][N:11]1[C:10]([CH:8]=[O:9])=[CH:14][N:13]=[C:12]1[S:15][CH2:16][CH2:17][CH2:18][N:19]1[CH2:24][CH2:23][CH2:22][CH2:21][CH2:20]1. The catalyst class is: 697.